This data is from Peptide-MHC class I binding affinity with 185,985 pairs from IEDB/IMGT. The task is: Regression. Given a peptide amino acid sequence and an MHC pseudo amino acid sequence, predict their binding affinity value. This is MHC class I binding data. (1) The peptide sequence is IHESVIGQL. The MHC is HLA-B07:02 with pseudo-sequence HLA-B07:02. The binding affinity (normalized) is 0.0847. (2) The peptide sequence is EMVMCGGSLY. The MHC is HLA-A24:02 with pseudo-sequence HLA-A24:02. The binding affinity (normalized) is 0. (3) The peptide sequence is GRFQEALKK. The MHC is HLA-B27:05 with pseudo-sequence HLA-B27:05. The binding affinity (normalized) is 0.605. (4) The peptide sequence is AQIGVIGVF. The MHC is HLA-B07:02 with pseudo-sequence HLA-B07:02. The binding affinity (normalized) is 0.0847. (5) The peptide sequence is RTWKVLSIM. The MHC is HLA-A02:03 with pseudo-sequence HLA-A02:03. The binding affinity (normalized) is 0.272.